Dataset: Full USPTO retrosynthesis dataset with 1.9M reactions from patents (1976-2016). Task: Predict the reactants needed to synthesize the given product. (1) Given the product [C:1]([O:5][C:6]([N:8]1[CH2:13][CH2:12][CH:11]([NH:14][C:15]([C:17]2[C:21]([NH2:22])=[CH:20][NH:19][N:18]=2)=[O:16])[CH2:10][CH2:9]1)=[O:7])([CH3:4])([CH3:2])[CH3:3], predict the reactants needed to synthesize it. The reactants are: [C:1]([O:5][C:6]([N:8]1[CH2:13][CH2:12][CH:11]([NH:14][C:15]([C:17]2[C:21]([N+:22]([O-])=O)=[CH:20][NH:19][N:18]=2)=[O:16])[CH2:10][CH2:9]1)=[O:7])([CH3:4])([CH3:3])[CH3:2]. (2) Given the product [CH2:33]([C@@H:2]([C@@H:3]([OH:32])[CH2:4][C@H:5]([CH2:6][C:7]1[CH:8]=[CH:9][C:10]([C:13]2[CH:14]=[CH:15][N:16]=[CH:17][CH:18]=2)=[CH:11][CH:12]=1)[NH:19][C:20](=[O:31])[C@H:21]([C:27]([CH3:30])([CH3:29])[CH3:28])[NH:22][C:23](=[O:24])[O:25][CH3:26])[NH:1][C:46](=[O:47])[C@@H:45]([NH:44][C:42](=[O:43])[O:41][CH3:40])[C:49]([CH3:52])([CH3:51])[CH3:50])[C:34]1[CH:35]=[CH:36][CH:37]=[CH:38][CH:39]=1, predict the reactants needed to synthesize it. The reactants are: [NH2:1][C@@H:2]([CH2:33][C:34]1[CH:39]=[CH:38][CH:37]=[CH:36][CH:35]=1)[C@@H:3]([OH:32])[CH2:4][C@@H:5]([NH:19][C:20](=[O:31])[C@H:21]([C:27]([CH3:30])([CH3:29])[CH3:28])[NH:22][C:23]([O:25][CH3:26])=[O:24])[CH2:6][C:7]1[CH:12]=[CH:11][C:10]([C:13]2[CH:18]=[CH:17][N:16]=[CH:15][CH:14]=2)=[CH:9][CH:8]=1.[CH3:40][O:41][C:42]([NH:44][C@@H:45]([C:49]([CH3:52])([CH3:51])[CH3:50])[C:46](O)=[O:47])=[O:43].CCOP(ON1N=NC2C=CC=CC=2C1=O)(OCC)=O.C(N(CC)C(C)C)(C)C. (3) Given the product [CH2:15]([O:11][C:9]1[CH:8]=[C:7]([CH2:12][CH3:13])[C:4]([CH:5]=[O:6])=[C:3]([CH2:1][CH3:2])[CH:10]=1)[CH3:16], predict the reactants needed to synthesize it. The reactants are: [CH2:1]([C:3]1[CH:10]=[C:9]([OH:11])[CH:8]=[C:7]([CH2:12][CH3:13])[C:4]=1[CH:5]=[O:6])[CH3:2].I[CH2:15][CH3:16].C(=O)([O-])[O-].[K+].[K+]. (4) Given the product [NH2:1][C:2]1[N:3]=[CH:4][C:5]([F:10])=[CH:6][C:7]=1[C:8]([NH:19][OH:20])=[NH:9], predict the reactants needed to synthesize it. The reactants are: [NH2:1][C:2]1[C:7]([C:8]#[N:9])=[CH:6][C:5]([F:10])=[CH:4][N:3]=1.C(N(CC)CC)C.Cl.[NH2:19][OH:20]. (5) Given the product [C:1]([O:5][C:6]([C:8]1[S:12][C:11]([N:13]2[CH2:18][CH2:17][N:16]([S:45]([C:35]3[CH:36]=[CH:37][C:38]([O:40][C:41]([F:42])([F:43])[F:44])=[CH:39][C:34]=3[F:33])(=[O:47])=[O:46])[C@@H:15]([C:19](=[O:31])[NH:20][CH2:21][C:22]3[CH:23]=[CH:24][C:25]([CH2:28][CH2:29][CH3:30])=[CH:26][CH:27]=3)[CH2:14]2)=[N:10][C:9]=1[CH3:32])=[O:7])([CH3:3])([CH3:4])[CH3:2], predict the reactants needed to synthesize it. The reactants are: [C:1]([O:5][C:6]([C:8]1[S:12][C:11]([N:13]2[CH2:18][CH2:17][NH:16][C@@H:15]([C:19](=[O:31])[NH:20][CH2:21][C:22]3[CH:27]=[CH:26][C:25]([CH2:28][CH2:29][CH3:30])=[CH:24][CH:23]=3)[CH2:14]2)=[N:10][C:9]=1[CH3:32])=[O:7])([CH3:4])([CH3:3])[CH3:2].[F:33][C:34]1[CH:39]=[C:38]([O:40][C:41]([F:44])([F:43])[F:42])[CH:37]=[CH:36][C:35]=1[S:45](Cl)(=[O:47])=[O:46].